Predict the product of the given reaction. From a dataset of Forward reaction prediction with 1.9M reactions from USPTO patents (1976-2016). (1) Given the reactants [O:1]1[C:5]2([CH2:10][CH2:9][CH:8]([C:11]([C:13]3[S:17][CH:16]=[C:15]([C:18]([O:20][CH3:21])=[O:19])[C:14]=3[CH3:22])=[CH2:12])[CH2:7][CH2:6]2)[O:4][CH2:3][CH2:2]1, predict the reaction product. The product is: [O:4]1[C:5]2([CH2:10][CH2:9][CH:8]([C@H:11]([C:13]3[S:17][CH:16]=[C:15]([C:18]([O:20][CH3:21])=[O:19])[C:14]=3[CH3:22])[CH3:12])[CH2:7][CH2:6]2)[O:1][CH2:2][CH2:3]1. (2) Given the reactants [Cl:1][C:2]1[CH:7]=[CH:6][C:5]([C:8]2[N:12]([C:13]3[CH:18]=[CH:17][C:16]([Cl:19])=[CH:15][C:14]=3[Cl:20])[N:11]=[C:10]([C:21]([N:23]3[CH2:28][CH2:27][CH:26]([NH2:29])[CH2:25][CH2:24]3)=[O:22])[C:9]=2[CH3:30])=[CH:4][CH:3]=1.C(N(CC)CC)C.[CH3:38][S:39](Cl)(=[O:41])=[O:40], predict the reaction product. The product is: [Cl:1][C:2]1[CH:7]=[CH:6][C:5]([C:8]2[N:12]([C:13]3[CH:18]=[CH:17][C:16]([Cl:19])=[CH:15][C:14]=3[Cl:20])[N:11]=[C:10]([C:21]([N:23]3[CH2:24][CH2:25][CH:26]([NH:29][S:39]([CH3:38])(=[O:41])=[O:40])[CH2:27][CH2:28]3)=[O:22])[C:9]=2[CH3:30])=[CH:4][CH:3]=1.